This data is from NCI-60 drug combinations with 297,098 pairs across 59 cell lines. The task is: Regression. Given two drug SMILES strings and cell line genomic features, predict the synergy score measuring deviation from expected non-interaction effect. Drug 1: C1=CC=C(C=C1)NC(=O)CCCCCCC(=O)NO. Drug 2: CN1C=C(C=N1)C2=C3N=C(C(=C(N3N=C2)N)Br)C4CCCNC4. Cell line: OVCAR3. Synergy scores: CSS=68.9, Synergy_ZIP=3.47, Synergy_Bliss=3.17, Synergy_Loewe=-0.660, Synergy_HSA=4.88.